From a dataset of Forward reaction prediction with 1.9M reactions from USPTO patents (1976-2016). Predict the product of the given reaction. (1) Given the reactants [CH:1]1([C:7]([N:9]2[CH2:15][CH2:14][CH2:13][CH:12]([CH2:16][N:17]3[C:25]4[C:20](=[CH:21][C:22]([C:26]5[CH:27]=[N:28][N:29](C6CCCCO6)[CH:30]=5)=[CH:23][CH:24]=4)[CH:19]=[CH:18]3)[CH2:11][CH2:10]2)=[O:8])[CH2:6][CH2:5][CH2:4][CH2:3][CH2:2]1.C(O)(C(F)(F)F)=O.CO.ClCCl, predict the reaction product. The product is: [NH:28]1[CH:27]=[C:26]([C:22]2[CH:21]=[C:20]3[C:25](=[CH:24][CH:23]=2)[N:17]([CH2:16][CH:12]2[CH2:13][CH2:14][CH2:15][N:9]([C:7]([CH:1]4[CH2:6][CH2:5][CH2:4][CH2:3][CH2:2]4)=[O:8])[CH2:10][CH2:11]2)[CH:18]=[CH:19]3)[CH:30]=[N:29]1. (2) Given the reactants [CH:1]1([CH2:7][C:8]2[S:12][C:11]([NH2:13])=[N:10][C:9]=2[C:14]2[CH:19]=[CH:18][C:17]([O:20][CH3:21])=[CH:16][CH:15]=2)[CH2:6][CH2:5][CH2:4][CH2:3][CH2:2]1.[CH3:22][O:23][C:24]1[CH:25]=[C:26]([CH:30]=[CH:31][C:32]=1[O:33][CH3:34])[C:27](Cl)=[O:28], predict the reaction product. The product is: [CH:1]1([CH2:7][C:8]2[S:12][C:11]([NH:13][C:27](=[O:28])[C:26]3[CH:30]=[CH:31][C:32]([O:33][CH3:34])=[C:24]([O:23][CH3:22])[CH:25]=3)=[N:10][C:9]=2[C:14]2[CH:15]=[CH:16][C:17]([O:20][CH3:21])=[CH:18][CH:19]=2)[CH2:2][CH2:3][CH2:4][CH2:5][CH2:6]1. (3) Given the reactants [C:1]1([C:7]2[CH:12]=[CH:11][CH:10]=[CH:9][C:8]=2[CH2:13][OH:14])[CH:6]=[CH:5][CH:4]=[CH:3][CH:2]=1.Cl[C:16]1[N:17]=[C:18]([OH:26])[C:19]2[CH:25]=[CH:24][N:23]=[CH:22][C:20]=2[N:21]=1, predict the reaction product. The product is: [C:1]1([C:7]2[CH:12]=[CH:11][CH:10]=[CH:9][C:8]=2[CH2:13][O:14][C:16]2[N:17]=[C:18]([OH:26])[C:19]3[CH:25]=[CH:24][N:23]=[CH:22][C:20]=3[N:21]=2)[CH:2]=[CH:3][CH:4]=[CH:5][CH:6]=1. (4) Given the reactants Br[C:2]1[N:3]=[C:4]([N:23]([C:33]([O:35][C:36]([CH3:39])([CH3:38])[CH3:37])=[O:34])[CH2:24][C:25]2[C:30]([Cl:31])=[CH:29][CH:28]=[CH:27][C:26]=2[Cl:32])[C:5]([N:8]([C:16]([O:18][C:19]([CH3:22])([CH3:21])[CH3:20])=[O:17])[C:9]([O:11][C:12]([CH3:15])([CH3:14])[CH3:13])=[O:10])=[N:6][CH:7]=1.CC1(C)C(C)(C)OB([C:48]2[CH:49]=[N:50][N:51]([CH2:53][CH2:54][OH:55])[CH:52]=2)O1.C([O-])([O-])=O.[Na+].[Na+].CCOC(C)=O, predict the reaction product. The product is: [C:36]([O:35][C:33]([N:23]([CH2:24][C:25]1[C:30]([Cl:31])=[CH:29][CH:28]=[CH:27][C:26]=1[Cl:32])[C:4]1[C:5]([N:8]([C:16]([O:18][C:19]([CH3:22])([CH3:21])[CH3:20])=[O:17])[C:9]([O:11][C:12]([CH3:13])([CH3:14])[CH3:15])=[O:10])=[N:6][CH:7]=[C:2]([C:48]2[CH:49]=[N:50][N:51]([CH2:53][CH2:54][OH:55])[CH:52]=2)[N:3]=1)=[O:34])([CH3:37])([CH3:39])[CH3:38].